From a dataset of Reaction yield outcomes from USPTO patents with 853,638 reactions. Predict the reaction yield, written as a fraction of the theoretical maximum amount of product (1.0 means a 100% yield; for example, 0.34 means a 34% yield). (1) The reactants are [NH2:1][C:2]1[CH:3]=[C:4]([OH:10])[CH:5]=[CH:6][C:7]=1[O:8][CH3:9].[CH3:11][C:12](C)([O-])C.[K+].I[C:18]1[CH:19]=[CH:20][C:21]2[N:22]([CH:24]=[C:25]([NH:27][C:28](=[O:30])[CH3:29])[N:26]=2)[N:23]=1.C(=O)([O-])[O-].[K+].[K+]. The catalyst is CN(C)C=O. The product is [NH2:1][C:2]1[CH:3]=[C:4]([CH:5]=[CH:6][C:7]=1[O:8][CH3:9])[O:10][C:18]1[CH:19]=[CH:20][C:21]2[N:22]([CH:24]=[C:25]([NH:27][C:28]([CH:29]3[CH2:12][CH2:11]3)=[O:30])[N:26]=2)[N:23]=1. The yield is 0.420. (2) The reactants are [Cl-].O[NH3+:3].[C:4](=[O:7])([O-])[OH:5].[Na+].CS(C)=O.[CH2:13]([C:17]1[N:18]=[C:19]([CH3:47])[N:20]([CH2:39][C:40]2[CH:45]=[CH:44][C:43]([CH3:46])=[CH:42][N:41]=2)[C:21](=[O:38])[C:22]=1[CH2:23][C:24]1[CH:29]=[CH:28][C:27]([C:30]2[C:31]([C:36]#[N:37])=[CH:32][CH:33]=[CH:34][CH:35]=2)=[CH:26][CH:25]=1)[CH2:14][CH2:15][CH3:16]. The catalyst is C(OCC)(=O)C. The product is [CH2:13]([C:17]1[N:18]=[C:19]([CH3:47])[N:20]([CH2:39][C:40]2[CH:45]=[CH:44][C:43]([CH3:46])=[CH:42][N:41]=2)[C:21](=[O:38])[C:22]=1[CH2:23][C:24]1[CH:25]=[CH:26][C:27]([C:30]2[CH:35]=[CH:34][CH:33]=[CH:32][C:31]=2[C:36]2[NH:3][C:4](=[O:7])[O:5][N:37]=2)=[CH:28][CH:29]=1)[CH2:14][CH2:15][CH3:16]. The yield is 0.630. (3) The reactants are [C:1]([O:5][C:6]([N:8]1[CH2:13][CH2:12][N:11](C2C(=O)N(CC(C)C)N=C(C3C=CC(C)=C(F)C=3)C=2C)[CH2:10][CH2:9]1)=[O:7])([CH3:4])([CH3:3])[CH3:2].[Cl:34][C:35]1[CH:64]=[CH:63][C:38]([CH:39]=[CH:40][CH2:41][N:42]2[C:47](=[O:48])[C:46](COS(C)(=O)=O)=[CH:45][C:44]([C:55]3[CH:60]=[CH:59][C:58]([F:61])=[C:57]([CH3:62])[CH:56]=3)=[N:43]2)=[CH:37][CH:36]=1.N1(C(OC(C)(C)C)=O)CCNC[CH2:66]1. No catalyst specified. The product is [C:1]([O:5][C:6]([N:8]1[CH2:13][CH2:12][N:11]([C:46]2[C:47](=[O:48])[N:42]([CH2:41][CH:40]=[CH:39][C:38]3[CH:37]=[CH:36][C:35]([Cl:34])=[CH:64][CH:63]=3)[N:43]=[C:44]([C:55]3[CH:60]=[CH:59][C:58]([F:61])=[C:57]([CH3:62])[CH:56]=3)[C:45]=2[CH3:66])[CH2:10][CH2:9]1)=[O:7])([CH3:4])([CH3:2])[CH3:3]. The yield is 0.879. (4) The reactants are [OH:1][C:2]1[CH:10]=[CH:9][C:8]([O:11][CH3:12])=[C:7]2[C:3]=1[CH2:4][CH2:5][CH2:6]2.C(=O)([O-])[O-].[K+].[K+].Br[CH2:20][C:21]([C:23]1[S:24][CH:25]=[CH:26][CH:27]=1)=[O:22].O. The catalyst is CC(C)=O. The product is [CH3:12][O:11][C:8]1[CH:9]=[CH:10][C:2]([O:1][CH2:20][C:21]([C:23]2[S:24][CH:25]=[CH:26][CH:27]=2)=[O:22])=[C:3]2[C:7]=1[CH2:6][CH2:5][CH2:4]2. The yield is 0.598. (5) The catalyst is C(O)C. The reactants are [NH2:1][C:2]1[N:7]=[C:6]([NH2:8])[C:5]([CH:9]=O)=[C:4]([NH:11][CH3:12])[N:3]=1.[CH3:13][C:14]1[CH:19]=[C:18]([CH3:20])[CH:17]=[C:16]([CH3:21])[C:15]=1[C:22](=O)[CH3:23].[OH-].[K+]. The product is [CH3:12][NH:11][C:4]1[C:5]2[CH:9]=[CH:23][C:22]([C:15]3[C:14]([CH3:13])=[CH:19][C:18]([CH3:20])=[CH:17][C:16]=3[CH3:21])=[N:8][C:6]=2[N:7]=[C:2]([NH2:1])[N:3]=1. The yield is 0.460.